This data is from Forward reaction prediction with 1.9M reactions from USPTO patents (1976-2016). The task is: Predict the product of the given reaction. (1) Given the reactants [CH3:1][S:2]([CH2:5][CH2:6][OH:7])(=[O:4])=[O:3].C(N(CC)CC)C.[S:15](Cl)([CH3:18])(=[O:17])=[O:16], predict the reaction product. The product is: [CH3:18][S:15]([O:7][CH2:6][CH2:5][S:2]([CH3:1])(=[O:4])=[O:3])(=[O:17])=[O:16]. (2) Given the reactants [Cl-].C([Al+]CC)C.[Br:7][C:8]1[N:12]([CH:13]([CH3:15])[CH3:14])[C:11]([CH:16]([NH:24][C:25]2[CH:30]=[CH:29][CH:28]=[C:27]([Cl:31])[C:26]=2[F:32])[C:17]2[CH:22]=[CH:21][C:20]([Cl:23])=[CH:19][N:18]=2)=[C:10]([C:33]([O:35]C)=O)[CH:9]=1, predict the reaction product. The product is: [Br:7][C:8]1[N:12]([CH:13]([CH3:14])[CH3:15])[C:11]2[CH:16]([C:17]3[CH:22]=[CH:21][C:20]([Cl:23])=[CH:19][N:18]=3)[N:24]([C:25]3[CH:30]=[CH:29][CH:28]=[C:27]([Cl:31])[C:26]=3[F:32])[C:33](=[O:35])[C:10]=2[CH:9]=1. (3) Given the reactants [NH+:1]1[C:10]2[C:5](=[CH:6][CH:7]=[CH:8][CH:9]=2)[CH:4]=[CH:3][CH:2]=1.[N:11]1[C:20]2[C:15](=[CH:16][CH:17]=[CH:18][CH:19]=2)[CH:14]=[CH:13][CH:12]=1.[Cr](O[Cr]([O-])(=O)=O)([O-])(=O)=O.C(=O)(O)[O-:31].[Na+].[C:35](#[N:38])C=C, predict the reaction product. The product is: [C:35]([C:19]1[CH:18]=[C:17]([C:16]([C:15]2[CH:20]=[N:11][CH:12]=[CH:13][CH:14]=2)=[O:31])[N:1]2[C:10]3[C:5](=[CH:6][CH:7]=[CH:8][CH:9]=3)[CH:4]=[CH:3][C:2]=12)#[N:38]. (4) Given the reactants [N:1]1([C:6]2[CH:18]=[CH:17][C:9]([O:10][CH:11]3[CH2:16][CH2:15][NH:14][CH2:13][CH2:12]3)=[CH:8][CH:7]=2)[CH:5]=[CH:4][N:3]=[CH:2]1.[C:19]1(=O)[CH2:24][CH2:23]CCC1.[CH2:26]([Sn](Cl)(Cl)CCCC)CCC.C1([SiH3])C=CC=CC=1, predict the reaction product. The product is: [N:1]1([C:6]2[CH:7]=[CH:8][C:9]([O:10][CH:11]3[CH2:12][CH2:13][N:14]([CH2:26][CH:24]([CH3:23])[CH3:19])[CH2:15][CH2:16]3)=[CH:17][CH:18]=2)[CH:5]=[CH:4][N:3]=[CH:2]1. (5) Given the reactants [Br:1][C:2]1[CH:3]=[N:4][C:5]2[N:6]([N:8]=[C:9]([C:11]([OH:13])=O)[CH:10]=2)[CH:7]=1.[N:14]1[CH:19]=[CH:18][CH:17]=[C:16]([C:20]2[N:24]3[CH2:25][CH2:26][NH:27][CH2:28][C:23]3=[CH:22][CH:21]=2)[CH:15]=1, predict the reaction product. The product is: [Br:1][C:2]1[CH:3]=[N:4][C:5]2[N:6]([N:8]=[C:9]([C:11]([N:27]3[CH2:26][CH2:25][N:24]4[C:20]([C:16]5[CH:15]=[N:14][CH:19]=[CH:18][CH:17]=5)=[CH:21][CH:22]=[C:23]4[CH2:28]3)=[O:13])[CH:10]=2)[CH:7]=1. (6) The product is: [CH3:11][O:10][C:4]1[CH:3]=[C:2]([CH2:22][C:21](=[O:23])[CH2:20][CH:19]([CH3:24])[CH3:18])[CH:7]=[CH:6][C:5]=1[O:8][CH3:9]. Given the reactants Br[C:2]1[CH:7]=[CH:6][C:5]([O:8][CH3:9])=[C:4]([O:10][CH3:11])[CH:3]=1.C(O[Na])(C)(C)C.[CH3:18][CH:19]([CH3:24])[CH2:20][C:21](=[O:23])[CH3:22], predict the reaction product. (7) Given the reactants Br[C:2]1[N:6]2[CH:7]=[CH:8][C:9]([Cl:11])=[CH:10][C:5]2=[N:4][CH:3]=1.[Cl:12][C:13]1[CH:18]=[C:17](B(O)O)[CH:16]=[CH:15][N:14]=1.O.C([O-])([O-])=O.[Na+].[Na+], predict the reaction product. The product is: [Cl:11][C:9]1[CH:8]=[CH:7][N:6]2[C:2]([C:17]3[CH:16]=[CH:15][N:14]=[C:13]([Cl:12])[CH:18]=3)=[CH:3][N:4]=[C:5]2[CH:10]=1. (8) The product is: [CH3:12][CH:7]1[C:1]2[C:2](=[CH:3][CH:4]=[CH:5][CH:6]=2)[C:9](=[O:11])[CH2:8]1. Given the reactants [C:1]1([CH:7]([CH3:12])[CH2:8][C:9]([OH:11])=O)[CH:6]=[CH:5][CH:4]=[CH:3][CH:2]=1.C1(C)C=CC=CC=1.[Cl-].[Al+3].[Cl-].[Cl-].C(OCC)(=O)C, predict the reaction product. (9) Given the reactants C(OC([NH:8][C:9]1[CH:14]=[CH:13][CH:12]=[CH:11][C:10]=1B(O)O)=O)(C)(C)C.Cl[C:19]1[C:20]([C:33]#[N:34])=[N:21][CH:22]=[C:23](/[CH:25]=[CH:26]/[C:27]2[CH:32]=[CH:31][CH:30]=[CH:29][CH:28]=2)[CH:24]=1.C(=O)([O-])[O-].[Na+].[Na+], predict the reaction product. The product is: [CH:25](/[C:23]1[CH:22]=[N:21][C:20]2[C:19]([CH:24]=1)=[C:10]1[CH:11]=[CH:12][CH:13]=[CH:14][C:9]1=[N:8][C:33]=2[NH2:34])=[CH:26]\[C:27]1[CH:32]=[CH:31][CH:30]=[CH:29][CH:28]=1. (10) Given the reactants [C:1]([C:3]1[CH:8]=[CH:7][C:6]([C:9]2[N:14]=[C:13]([C@H:15]([O:20][C:21]3[CH:26]=[CH:25][C:24]([O:27][CH2:28][C:29]([O:31]CC)=[O:30])=[C:23]([CH3:34])[CH:22]=3)[CH2:16][O:17][CH2:18][CH3:19])[CH:12]=[CH:11][CH:10]=2)=[CH:5][CH:4]=1)#[N:2].O.[OH-].[Na+].Cl, predict the reaction product. The product is: [C:1]([C:3]1[CH:8]=[CH:7][C:6]([C:9]2[N:14]=[C:13]([C@H:15]([O:20][C:21]3[CH:26]=[CH:25][C:24]([O:27][CH2:28][C:29]([OH:31])=[O:30])=[C:23]([CH3:34])[CH:22]=3)[CH2:16][O:17][CH2:18][CH3:19])[CH:12]=[CH:11][CH:10]=2)=[CH:5][CH:4]=1)#[N:2].